Task: Predict the reactants needed to synthesize the given product.. Dataset: Full USPTO retrosynthesis dataset with 1.9M reactions from patents (1976-2016) Given the product [F:56][C:54]1[CH:53]=[C:52]([F:57])[CH:51]=[C:50]2[C:55]=1[C:46]([NH:65][C:66]1[CH:71]=[C:70]([N:72]3[CH2:77][CH2:76][O:75][CH2:74][CH2:73]3)[N:69]=[CH:68][C:67]=1[C:78]1[CH:79]=[N:80][C:81]([NH:84][C:85](=[O:91])[O:86][C:87]([CH3:88])([CH3:90])[CH3:89])=[N:82][CH:83]=1)=[C:47]([CH3:64])[C:48]([N:58]1[CH2:62][CH2:61][CH2:60][CH2:1][C:59]1=[O:63])=[N:49]2, predict the reactants needed to synthesize it. The reactants are: [C:1](=O)([O-])[O-].[K+].[K+].CC(C1C=C(C(C)C)C(C2C(P(C3CCCCC3)C3CCCCC3)=C(OC)C=CC=2OC)=C(C(C)C)C=1)C.Cl[C:46]1[C:55]2[C:50](=[CH:51][C:52]([F:57])=[CH:53][C:54]=2[F:56])[N:49]=[C:48]([N:58]2[CH2:62][CH2:61][CH2:60][C:59]2=[O:63])[C:47]=1[CH3:64].[NH2:65][C:66]1[CH:71]=[C:70]([N:72]2[CH2:77][CH2:76][O:75][CH2:74][CH2:73]2)[N:69]=[CH:68][C:67]=1[C:78]1[CH:79]=[N:80][C:81]([NH:84][C:85](=[O:91])[O:86][C:87]([CH3:90])([CH3:89])[CH3:88])=[N:82][CH:83]=1.